Dataset: Reaction yield outcomes from USPTO patents with 853,638 reactions. Task: Predict the reaction yield, written as a fraction of the theoretical maximum amount of product (1.0 means a 100% yield; for example, 0.34 means a 34% yield). (1) The reactants are [NH2:1][C:2]1[CH:10]=[CH:9][C:5]([C:6]([OH:8])=O)=[CH:4][C:3]=1[O:11][CH3:12].C1C=CC2N(O)N=NC=2C=1.C(Cl)CCl.CCN(C(C)C)C(C)C.[O:36]1[CH2:39][CH:38]([NH2:40])[CH2:37]1. The catalyst is C(Cl)Cl. The product is [NH2:1][C:2]1[CH:10]=[CH:9][C:5]([C:6]([NH:40][CH:38]2[CH2:39][O:36][CH2:37]2)=[O:8])=[CH:4][C:3]=1[O:11][CH3:12]. The yield is 0.530. (2) The reactants are [C:1]([NH:4][C:5]1[S:6][C:7]([C:11]2[CH:12]=[C:13]([S:17](Cl)(=[O:19])=[O:18])[S:14][C:15]=2[Br:16])=[C:8]([CH3:10])[N:9]=1)(=[O:3])[CH3:2].C(N(CC)CC)C.[NH2:28][CH2:29][CH2:30][CH2:31][OH:32]. The catalyst is C(Cl)Cl. The product is [Br:16][C:15]1[S:14][C:13]([S:17](=[O:19])(=[O:18])[NH:28][CH2:29][CH2:30][CH2:31][OH:32])=[CH:12][C:11]=1[C:7]1[S:6][C:5]([NH:4][C:1](=[O:3])[CH3:2])=[N:9][C:8]=1[CH3:10]. The yield is 0.700. (3) The reactants are FC(F)(F)S(O[C:7]1[CH:16]=[CH:15][C:14]2[C:9](=[C:10]([C:17]3[CH:22]=[CH:21][CH:20]=[C:19]([S:23]([NH2:26])(=[O:25])=[O:24])[CH:18]=3)[CH:11]=[CH:12][N:13]=2)[N:8]=1)(=O)=O.CC1(C)C(C)(C)OB([C:37]2[CH:38]=[C:39]([S:43]([NH2:46])(=[O:45])=[O:44])[CH:40]=[N:41][CH:42]=2)O1. The catalyst is C(=O)(O)[O-].[Na+].O1CCOCC1.O.C(OCC)(=O)C.C1C=CC([PH+]([C]2[CH][CH][CH][CH]2)C2C=CC=CC=2)=CC=1.C1C=CC([PH+]([C]2[CH][CH][CH][CH]2)C2C=CC=CC=2)=CC=1.C(Cl)Cl.Cl[Pd]Cl.[Fe]. The product is [NH2:26][S:23]([C:19]1[CH:18]=[C:17]([C:10]2[CH:11]=[CH:12][N:13]=[C:14]3[C:9]=2[N:8]=[C:7]([C:37]2[CH:38]=[C:39]([S:43]([NH2:46])(=[O:45])=[O:44])[CH:40]=[N:41][CH:42]=2)[CH:16]=[CH:15]3)[CH:22]=[CH:21][CH:20]=1)(=[O:24])=[O:25]. The yield is 0.370.